The task is: Predict the product of the given reaction.. This data is from Forward reaction prediction with 1.9M reactions from USPTO patents (1976-2016). Given the reactants C([O:3][C:4](=[O:41])[CH2:5][CH2:6][NH:7][C:8]([NH:10][C:11]1[CH:16]=[CH:15][CH:14]=[C:13]([C:17]([N:19]2[CH2:40][CH2:39][C:22]3([NH:26]/[C:25](=[N:27]/[C:28]([C:30]4[C:35]([NH2:36])=[N:34][C:33]([NH2:37])=[C:32]([Cl:38])[N:31]=4)=[O:29])/[NH:24][CH2:23]3)[CH2:21][CH2:20]2)=[O:18])[CH:12]=1)=[O:9])C.[Li+].[OH-], predict the reaction product. The product is: [NH2:36][C:35]1[C:30]([C:28](/[N:27]=[C:25]2/[NH:26][C:22]3([CH2:39][CH2:40][N:19]([C:17]([C:13]4[CH:12]=[C:11]([NH:10][C:8](=[O:9])[NH:7][CH2:6][CH2:5][C:4]([OH:41])=[O:3])[CH:16]=[CH:15][CH:14]=4)=[O:18])[CH2:20][CH2:21]3)[CH2:23][NH:24]/2)=[O:29])=[N:31][C:32]([Cl:38])=[C:33]([NH2:37])[N:34]=1.